Dataset: Full USPTO retrosynthesis dataset with 1.9M reactions from patents (1976-2016). Task: Predict the reactants needed to synthesize the given product. (1) The reactants are: [NH2:1][C:2]1[N:6]([C:7]2[C:12]([Cl:13])=[CH:11][C:10]([C:14]([F:17])([F:16])[F:15])=[CH:9][C:8]=2[Cl:18])[N:5]=[C:4]([C:19]#[N:20])[C:3]=1[C:21]1([C:24](=[S:26])[NH2:25])[CH2:23][CH2:22]1.Cl[CH2:28][CH:29]=O. Given the product [NH2:1][C:2]1[N:6]([C:7]2[C:12]([Cl:13])=[CH:11][C:10]([C:14]([F:16])([F:15])[F:17])=[CH:9][C:8]=2[Cl:18])[N:5]=[C:4]([C:19]#[N:20])[C:3]=1[C:21]1([C:24]2[S:26][CH:28]=[CH:29][N:25]=2)[CH2:23][CH2:22]1, predict the reactants needed to synthesize it. (2) Given the product [C:40]1([O:39][C:38]([N:21]2[CH:20]=[C:19]([C:16]3[CH:17]=[C:18]4[C:10]([C:8](=[O:9])[C:7]5[C:6]([F:24])=[CH:5][CH:4]=[C:3]([NH:25][S:26]([CH2:29][CH2:30][CH3:31])(=[O:27])=[O:28])[C:2]=5[F:1])=[CH:11][NH:12][C:13]4=[N:14][CH:15]=3)[CH:23]=[N:22]2)=[O:46])[CH:45]=[CH:44][CH:43]=[CH:42][CH:41]=1, predict the reactants needed to synthesize it. The reactants are: [F:1][C:2]1[C:7]([C:8]([C:10]2[C:18]3[C:13](=[N:14][CH:15]=[C:16]([C:19]4[CH:20]=[N:21][NH:22][CH:23]=4)[CH:17]=3)[NH:12][CH:11]=2)=[O:9])=[C:6]([F:24])[CH:5]=[CH:4][C:3]=1[NH:25][S:26]([CH2:29][CH2:30][CH3:31])(=[O:28])=[O:27].C(=O)([O-])[O-].[K+].[K+].[C:38](Cl)(=[O:46])[O:39][C:40]1[CH:45]=[CH:44][CH:43]=[CH:42][CH:41]=1. (3) Given the product [Br:13][C:4]1[CH:3]=[C:2]([Cl:1])[C:11]2[O:10][CH2:9][CH2:8][CH2:7][C:6]=2[C:5]=1[CH3:12], predict the reactants needed to synthesize it. The reactants are: [Cl:1][C:2]1[C:11]2[O:10][CH2:9][CH2:8][CH2:7][C:6]=2[C:5]([CH3:12])=[CH:4][CH:3]=1.[Br:13]Br. (4) The reactants are: [NH2:1][C:2]1[CH:3]=[C:4]([C:9]([C:11]2[CH:20]=[CH:19][CH:18]=[CH:17][C:12]=2[C:13]([O:15][CH3:16])=[O:14])=[O:10])[CH:5]=[CH:6][C:7]=1[NH2:8].[CH3:21][O:22][C:23]([N:25]=[C:26]=S)=[O:24].C1CCC(N=C=NC2CCCCC2)CC1. Given the product [CH3:21][O:22][C:23]([NH:25][C:26]1[NH:8][C:7]2[CH:6]=[CH:5][C:4]([C:9]([C:11]3[CH:20]=[CH:19][CH:18]=[CH:17][C:12]=3[C:13]([O:15][CH3:16])=[O:14])=[O:10])=[CH:3][C:2]=2[N:1]=1)=[O:24], predict the reactants needed to synthesize it.